Task: Predict the reaction yield, written as a fraction of the theoretical maximum amount of product (1.0 means a 100% yield; for example, 0.34 means a 34% yield).. Dataset: Reaction yield outcomes from USPTO patents with 853,638 reactions (1) The reactants are [O:1]=[C:2]([CH2:8][CH2:9][CH2:10][CH3:11])[CH2:3][C:4]([O:6][CH3:7])=[O:5].[H-].[Na+].Br[CH2:15][C:16]1[C:21]([F:22])=[CH:20][C:19]([C:23]2[C:24]([C:29]#[N:30])=[CH:25][CH:26]=[CH:27][CH:28]=2)=[CH:18][C:17]=1[F:31]. The catalyst is O1CCCC1. The product is [C:29]([C:24]1[CH:25]=[CH:26][CH:27]=[CH:28][C:23]=1[C:19]1[CH:18]=[C:17]([F:31])[C:16]([CH2:15][CH:3]([C:2](=[O:1])[CH2:8][CH2:9][CH2:10][CH3:11])[C:4]([O:6][CH3:7])=[O:5])=[C:21]([F:22])[CH:20]=1)#[N:30]. The yield is 0.980. (2) The reactants are Cl[C:2]1[N:7]=[C:6]([C:8]([O:10]CC)=O)[C:5]([N+:13]([O-])=O)=[C:4]([NH:16][CH:17]2[CH2:21][CH2:20][CH2:19][CH2:18]2)[N:3]=1.ClC1N=[C:27]([C:29]([O:31]CC)=O)[C:26]([N+]([O-])=O)=[C:25](Cl)N=1.[CH:38]1(N)[CH2:42]CCC1.C([N:47](C(C)C)CC)(C)C.[O:53]1[CH2:57]CCC1. No catalyst specified. The product is [CH:17]1([N:16]2[C:57](=[O:53])[NH:13][C:5]3[C:4]2=[N:3][C:2]([C:26]2[CH:25]=[CH:38][CH:42]=[C:29]([OH:31])[CH:27]=2)=[N:7][C:6]=3[C:8]([NH2:47])=[O:10])[CH2:18][CH2:19][CH2:20][CH2:21]1. The yield is 0.710. (3) The reactants are Cl[C:2]1[O:3][C:4]2[C:5](=[C:7]([C:19]#[N:20])[C:8]([CH3:18])=[C:9]([C:12]3[CH:17]=[CH:16][CH:15]=[CH:14][CH:13]=3)[C:10]=2[F:11])[N:6]=1.C(N(C(C)C)CC)(C)C.[NH:30]1[CH2:35][CH2:34][CH2:33][CH2:32][CH2:31]1. The catalyst is ClCCl. The product is [F:11][C:10]1[C:9]([C:12]2[CH:17]=[CH:16][CH:15]=[CH:14][CH:13]=2)=[C:8]([CH3:18])[C:7]([C:19]#[N:20])=[C:5]2[C:4]=1[O:3][C:2]([N:30]1[CH2:35][CH2:34][CH2:33][CH2:32][CH2:31]1)=[N:6]2. The yield is 0.900.